From a dataset of Reaction yield outcomes from USPTO patents with 853,638 reactions. Predict the reaction yield, written as a fraction of the theoretical maximum amount of product (1.0 means a 100% yield; for example, 0.34 means a 34% yield). The reactants are [F:1][C:2]([F:29])([F:28])[C:3]([N:5]1[CH2:11][CH2:10][C:9]2[C:12](OS(C(F)(F)F)(=O)=O)=[C:13]([C:16]([F:19])([F:18])[F:17])[CH:14]=[CH:15][C:8]=2[CH2:7][CH2:6]1)=[O:4].[F:30][C:31]1[CH:32]=[C:33]([CH:36]=[CH:37][CH:38]=1)[CH2:34][NH2:35]. No catalyst specified. The product is [F:30][C:31]1[CH:32]=[C:33]([CH:36]=[CH:37][CH:38]=1)[CH2:34][NH:35][C:12]1[C:9]2[CH2:10][CH2:11][N:5]([C:3](=[O:4])[C:2]([F:1])([F:28])[F:29])[CH2:6][CH2:7][C:8]=2[CH:15]=[CH:14][C:13]=1[C:16]([F:17])([F:18])[F:19]. The yield is 0.530.